This data is from Reaction yield outcomes from USPTO patents with 853,638 reactions. The task is: Predict the reaction yield, written as a fraction of the theoretical maximum amount of product (1.0 means a 100% yield; for example, 0.34 means a 34% yield). (1) The reactants are [F:1][C:2]1[CH:7]=[CH:6][C:5]([F:8])=[CH:4][C:3]=1[C@H:9]1[CH2:13][CH2:12][CH2:11][N:10]1[C:14]1[CH:19]=[CH:18][N:17]2[N:20]=[CH:21][C:22]([NH:23][C:24]([N:26]3[CH2:30][CH2:29][C@H:28]([OH:31])[CH2:27]3)=[O:25])=[C:16]2[N:15]=1.[BrH:32]. The catalyst is CCO.CC(OC)(C)C. The product is [BrH:32].[F:1][C:2]1[CH:7]=[CH:6][C:5]([F:8])=[CH:4][C:3]=1[C@H:9]1[CH2:13][CH2:12][CH2:11][N:10]1[C:14]1[CH:19]=[CH:18][N:17]2[N:20]=[CH:21][C:22]([NH:23][C:24]([N:26]3[CH2:30][CH2:29][C@H:28]([OH:31])[CH2:27]3)=[O:25])=[C:16]2[N:15]=1. The yield is 0.850. (2) The reactants are C([N+](CCCC)(CCCC)CCCC)CCC.[P:18]([O:22][CH2:23][C@@H:24]1[C@@H:28]([O:29][P:30]([O:33][CH2:34][C@@H:35]2[C@@H:39]([OH:40])[C@@H:38]([OH:41])[C@H:37]([N:42]3[CH:50]=[N:49][C:48]4[C:43]3=[N:44][CH:45]=[N:46][C:47]=4[NH2:51])[O:36]2)([OH:32])=[O:31])[CH2:27][C@H:26]([N:52]2[CH:57]=[CH:56][C:55]([NH2:58])=[N:54][C:53]2=[O:59])[O:25]1)([OH:21])([OH:20])=[O:19].[N:60]([C:63]1[CH:95]=[CH:94][CH:93]=[CH:92][C:64]=1[CH2:65][O:66][C:67]([NH:69][CH2:70][C@@H:71]([S:89][S:90][CH3:91])[CH2:72][CH2:73][C@H:74]([NH:81][C:82]([O:84][C:85]([CH3:88])([CH3:87])[CH3:86])=[O:83])[C:75](OCC#N)=[O:76])=[O:68])=[N+:61]=[N-:62]. The catalyst is C(#N)C. The product is [N:60]([C:63]1[CH:95]=[CH:94][CH:93]=[CH:92][C:64]=1[CH2:65][O:66][C:67]([NH:69][CH2:70][C@H:71]([S:89][S:90][CH3:91])[CH2:72][CH2:73][C@@H:74]([NH:81][C:82]([O:84][C:85]([CH3:88])([CH3:87])[CH3:86])=[O:83])[C:75]([O:40][C@H:39]1[C@@H:38]([OH:41])[C@@H:37]([N:42]2[CH:50]=[N:49][C:48]3[C:43]2=[N:44][CH:45]=[N:46][C:47]=3[NH2:51])[O:36][C@H:35]1[CH2:34][O:33][P:30]([O:29][C@H:28]1[CH2:27][C@H:26]([N:52]2[CH:57]=[CH:56][C:55]([NH2:58])=[N:54][C:53]2=[O:59])[O:25][C@@H:24]1[CH2:23][O:22][P:18]([OH:21])([OH:20])=[O:19])([OH:32])=[O:31])=[O:76])=[O:68])=[N+:61]=[N-:62]. The yield is 0.0500. (3) The reactants are [C:1]([N:5]1[C:10](=[O:11])[C:9]([Cl:12])=[C:8]([O:13][CH2:14][C:15]2[CH:20]=[CH:19][C:18]([O:21][CH:22]([CH2:28][CH2:29]O[SiH](C)C)[CH2:23]C(C)(C)C)=[CH:17][CH:16]=2)[CH:7]=[N:6]1)([CH3:4])([CH3:3])[CH3:2].[F-].C([N+](CCCC)(CCCC)CCCC)CCC.[O:52]1CCCC1. No catalyst specified. The product is [C:1]([N:5]1[C:10](=[O:11])[C:9]([Cl:12])=[C:8]([O:13][CH2:14][C:15]2[CH:16]=[CH:17][C:18]([O:21][CH:22]([CH2:28][CH3:29])[CH2:23][OH:52])=[CH:19][CH:20]=2)[CH:7]=[N:6]1)([CH3:4])([CH3:2])[CH3:3]. The yield is 0.800. (4) The reactants are [CH3:1][O:2][C:3]([C:5]1[C:10]([NH:11][C:12]2[CH:17]=[CH:16][C:15]([Si](C)(C)C)=[CH:14][C:13]=2[F:22])=[N:9][C:8]([CH2:23][NH:24][CH:25]=[O:26])=[CH:7][N:6]=1)=[O:4].C1C(=O)N([Br:34])C(=O)C1. The catalyst is ClCCl.C(OCC)(=O)C. The product is [CH3:1][O:2][C:3]([C:5]1[C:10]([NH:11][C:12]2[CH:17]=[CH:16][C:15]([Br:34])=[CH:14][C:13]=2[F:22])=[N:9][C:8]([CH2:23][NH:24][CH:25]=[O:26])=[CH:7][N:6]=1)=[O:4]. The yield is 0.801. (5) The reactants are [C:1]([C:4]1[C:8]([CH3:9])=[C:7]([C:10]2[CH:15]=[CH:14][N:13]=[CH:12][CH:11]=2)[NH:6][C:5]=1[C:16]1[CH:21]=[CH:20][N:19]=[CH:18][CH:17]=1)(=O)[CH3:2].[ClH:22].[CH3:23][O:24][NH2:25]. No catalyst specified. The product is [ClH:22].[CH3:9][C:8]1[C:4]([CH2:1][CH:2]=[N:25][O:24][CH3:23])=[C:5]([C:16]2[CH:21]=[CH:20][N:19]=[CH:18][CH:17]=2)[NH:6][C:7]=1[C:10]1[CH:11]=[CH:12][N:13]=[CH:14][CH:15]=1. The yield is 0.190. (6) The reactants are [Br:1][C:2]1[C:7]([OH:8])=[CH:6][CH:5]=[CH:4][C:3]=1[C:9](=[O:11])[CH3:10].[F:12][C:13]([F:21])(S(F)(=O)=O)C(O)=O.O. The catalyst is C(#N)C.[Cu]I. The product is [Br:1][C:2]1[C:7]([O:8][CH:13]([F:21])[F:12])=[CH:6][CH:5]=[CH:4][C:3]=1[C:9](=[O:11])[CH3:10]. The yield is 0.180. (7) The reactants are Br[C:2]1[CH:7]=[CH:6][C:5]([C@@H:8]([NH:10][C:11](=[O:17])[O:12][C:13]([CH3:16])([CH3:15])[CH3:14])[CH3:9])=[CH:4][CH:3]=1.[B:18]1([B:18]2[O:22][C:21]([CH3:24])([CH3:23])[C:20]([CH3:26])([CH3:25])[O:19]2)[O:22][C:21]([CH3:24])([CH3:23])[C:20]([CH3:26])([CH3:25])[O:19]1. No catalyst specified. The product is [CH3:25][C:20]1([CH3:26])[C:21]([CH3:24])([CH3:23])[O:22][B:18]([C:2]2[CH:7]=[CH:6][C:5]([C@@H:8]([NH:10][C:11](=[O:17])[O:12][C:13]([CH3:16])([CH3:15])[CH3:14])[CH3:9])=[CH:4][CH:3]=2)[O:19]1. The yield is 0.960. (8) The reactants are [Br:1][C:2]1[CH:8]=[C:7]([F:9])[CH:6]=[CH:5][C:3]=1[NH2:4].N1C=CC=CC=1.[CH2:16]([S:18](Cl)(=[O:20])=[O:19])[CH3:17].O. The catalyst is C(Cl)Cl. The product is [Br:1][C:2]1[CH:8]=[C:7]([F:9])[CH:6]=[CH:5][C:3]=1[NH:4][S:18]([CH2:16][CH3:17])(=[O:20])=[O:19]. The yield is 0.910.